Regression. Given two drug SMILES strings and cell line genomic features, predict the synergy score measuring deviation from expected non-interaction effect. From a dataset of NCI-60 drug combinations with 297,098 pairs across 59 cell lines. (1) Drug 1: CS(=O)(=O)CCNCC1=CC=C(O1)C2=CC3=C(C=C2)N=CN=C3NC4=CC(=C(C=C4)OCC5=CC(=CC=C5)F)Cl. Drug 2: CN(CCCl)CCCl.Cl. Cell line: SNB-75. Synergy scores: CSS=18.0, Synergy_ZIP=-3.82, Synergy_Bliss=-2.92, Synergy_Loewe=-1.04, Synergy_HSA=-0.282. (2) Cell line: SW-620. Synergy scores: CSS=42.0, Synergy_ZIP=2.33, Synergy_Bliss=1.99, Synergy_Loewe=-32.7, Synergy_HSA=2.28. Drug 1: CC12CCC3C(C1CCC2OP(=O)(O)O)CCC4=C3C=CC(=C4)OC(=O)N(CCCl)CCCl.[Na+]. Drug 2: CC1C(C(CC(O1)OC2CC(CC3=C2C(=C4C(=C3O)C(=O)C5=CC=CC=C5C4=O)O)(C(=O)C)O)N)O. (3) Drug 1: CN1CCC(CC1)COC2=C(C=C3C(=C2)N=CN=C3NC4=C(C=C(C=C4)Br)F)OC. Drug 2: C#CCC(CC1=CN=C2C(=N1)C(=NC(=N2)N)N)C3=CC=C(C=C3)C(=O)NC(CCC(=O)O)C(=O)O. Cell line: SF-539. Synergy scores: CSS=4.09, Synergy_ZIP=-5.29, Synergy_Bliss=-8.52, Synergy_Loewe=-60.9, Synergy_HSA=-7.76. (4) Drug 1: CC=C1C(=O)NC(C(=O)OC2CC(=O)NC(C(=O)NC(CSSCCC=C2)C(=O)N1)C(C)C)C(C)C. Drug 2: CCN(CC)CCCC(C)NC1=C2C=C(C=CC2=NC3=C1C=CC(=C3)Cl)OC. Cell line: IGROV1. Synergy scores: CSS=69.2, Synergy_ZIP=-0.894, Synergy_Bliss=1.49, Synergy_Loewe=-10.6, Synergy_HSA=1.30. (5) Drug 1: CC12CCC(CC1=CCC3C2CCC4(C3CC=C4C5=CN=CC=C5)C)O. Drug 2: CC1=C(C(CCC1)(C)C)C=CC(=CC=CC(=CC(=O)O)C)C. Cell line: OVCAR-4. Synergy scores: CSS=3.94, Synergy_ZIP=-2.73, Synergy_Bliss=-4.36, Synergy_Loewe=-8.32, Synergy_HSA=-6.03. (6) Drug 1: CC12CCC3C(C1CCC2=O)CC(=C)C4=CC(=O)C=CC34C. Drug 2: CS(=O)(=O)CCNCC1=CC=C(O1)C2=CC3=C(C=C2)N=CN=C3NC4=CC(=C(C=C4)OCC5=CC(=CC=C5)F)Cl. Cell line: UACC-257. Synergy scores: CSS=24.6, Synergy_ZIP=2.20, Synergy_Bliss=3.85, Synergy_Loewe=0.938, Synergy_HSA=0.509. (7) Drug 1: C1=CC(=CC=C1C#N)C(C2=CC=C(C=C2)C#N)N3C=NC=N3. Drug 2: N.N.Cl[Pt+2]Cl. Cell line: HCT116. Synergy scores: CSS=47.3, Synergy_ZIP=-2.23, Synergy_Bliss=-5.03, Synergy_Loewe=-4.39, Synergy_HSA=-4.40. (8) Drug 1: C1=CC(=CC=C1C#N)C(C2=CC=C(C=C2)C#N)N3C=NC=N3. Drug 2: CN(C(=O)NC(C=O)C(C(C(CO)O)O)O)N=O. Cell line: OVCAR-8. Synergy scores: CSS=-12.4, Synergy_ZIP=6.34, Synergy_Bliss=2.61, Synergy_Loewe=-6.35, Synergy_HSA=-6.67.